Dataset: Full USPTO retrosynthesis dataset with 1.9M reactions from patents (1976-2016). Task: Predict the reactants needed to synthesize the given product. (1) Given the product [Cl:17][C:11]1[CH:10]=[C:9]([C:6]2[CH:7]=[CH:8][N:4]([CH2:3][C@@H:2]([NH:1][C:29]([C:21]3[N:22]=[C:23]4[CH:28]=[CH:27][CH:26]=[CH:25][N:24]4[C:20]=3[F:19])=[O:30])[CH3:18])[N:5]=2)[CH:16]=[CH:15][C:12]=1[C:13]#[N:14], predict the reactants needed to synthesize it. The reactants are: [NH2:1][C@@H:2]([CH3:18])[CH2:3][N:4]1[CH:8]=[CH:7][C:6]([C:9]2[CH:16]=[CH:15][C:12]([C:13]#[N:14])=[C:11]([Cl:17])[CH:10]=2)=[N:5]1.[F:19][C:20]1[N:24]2[CH:25]=[CH:26][CH:27]=[CH:28][C:23]2=[N:22][C:21]=1[C:29](O)=[O:30]. (2) Given the product [C:28]([S:30][CH:19]1[CH2:20][N:17]([C:14]2[S:15][CH:16]=[C:12]([C:10]([O:9][CH2:8][C:7]3[CH:26]=[CH:27][C:4]([N+:1]([O-:3])=[O:2])=[CH:5][CH:6]=3)=[O:11])[N:13]=2)[CH2:18]1)(=[O:31])[CH3:29], predict the reactants needed to synthesize it. The reactants are: [N+:1]([C:4]1[CH:27]=[CH:26][C:7]([CH2:8][O:9][C:10]([C:12]2[N:13]=[C:14]([N:17]3[CH2:20][CH:19](OS(C)(=O)=O)[CH2:18]3)[S:15][CH:16]=2)=[O:11])=[CH:6][CH:5]=1)([O-:3])=[O:2].[C:28]([O-:31])(=[S:30])[CH3:29].[K+]. (3) Given the product [F:1][C:2]1[CH:3]=[C:4]([CH:13]([CH3:19])[C:14]([OH:16])=[O:15])[CH:5]=[CH:6][C:7]=1[CH2:8][S:9]([CH3:12])(=[O:11])=[O:10], predict the reactants needed to synthesize it. The reactants are: [F:1][C:2]1[CH:3]=[C:4]([CH:13]([CH3:19])[C:14]([O:16]CC)=[O:15])[CH:5]=[CH:6][C:7]=1[CH2:8][S:9]([CH3:12])(=[O:11])=[O:10].O1CCCC1.[OH-].[Li+]. (4) Given the product [Br:17][C:14]1[CH:15]=[CH:16][C:11]([O:7][C:1]2[CH:6]=[CH:5][CH:4]=[CH:3][CH:2]=2)=[N:12][CH:13]=1, predict the reactants needed to synthesize it. The reactants are: [C:1]1([OH:7])[CH:6]=[CH:5][CH:4]=[CH:3][CH:2]=1.[H-].[Na+].Br[C:11]1[CH:16]=[CH:15][C:14]([Br:17])=[CH:13][N:12]=1. (5) Given the product [O:27]1[CH:31]=[CH:30][CH:29]=[C:28]1[CH2:32][N:33]([CH2:37][C:38]1[CH:39]=[CH:40][C:41]([S:44][C:45]([CH3:54])([CH3:53])[C:46]([O:48][C:49]([CH3:52])([CH3:51])[CH3:50])=[O:47])=[CH:42][CH:43]=1)[CH2:34][C:35]1[O:9][N:8]=[C:7]([C:6]2[CH:10]=[CH:11][C:3]([O:2][CH3:1])=[CH:4][C:5]=2[CH3:12])[CH:36]=1, predict the reactants needed to synthesize it. The reactants are: [CH3:1][O:2][C:3]1[CH:11]=[CH:10][C:6]([CH:7]=[N:8][OH:9])=[C:5]([CH3:12])[CH:4]=1.N1C=CC=CC=1.ClN1C(=O)CCC1=O.[O:27]1[CH:31]=[CH:30][CH:29]=[C:28]1[CH2:32][N:33]([CH2:37][C:38]1[CH:43]=[CH:42][C:41]([S:44][C:45]([CH3:54])([CH3:53])[C:46]([O:48][C:49]([CH3:52])([CH3:51])[CH3:50])=[O:47])=[CH:40][CH:39]=1)[CH2:34][C:35]#[CH:36].C(N(CC)CC)C.Cl. (6) Given the product [C:1]([O:4][CH:5]1[O:7][C@H:12]([CH3:11])[C@@H:13]([O:4][C:1](=[O:3])[CH3:2])[C@H:6]1[O:21][C:19](=[O:22])[CH3:20])(=[O:3])[CH3:2], predict the reactants needed to synthesize it. The reactants are: [C:1]([O:4][C:5](=[O:7])[CH3:6])(=[O:3])[CH3:2].N1[CH:13]=[CH:12][CH:11]=CC=1.S(=O)(=O)(O)O.[C:19]([O-:22])(=[O:21])[CH3:20].[Na+]. (7) Given the product [CH3:14][O:15][C:16]1[CH:29]=[CH:28][C:19]([CH2:20][S:21]([C:24]2[C:25](=[O:27])[O:26][C:5]3[C:6]([CH:7]=2)=[C:9]([O:11][CH3:12])[CH:10]=[C:3]([O:2][CH3:1])[CH:4]=3)(=[O:22])=[O:23])=[CH:18][C:17]=1[N+:30]([O-:32])=[O:31], predict the reactants needed to synthesize it. The reactants are: [CH3:1][O:2][C:3]1[CH:4]=[C:5](O)[C:6](=[C:9]([O:11][CH3:12])[CH:10]=1)[CH:7]=O.[CH3:14][O:15][C:16]1[CH:29]=[CH:28][C:19]([CH2:20][S:21]([CH2:24][C:25]([OH:27])=[O:26])(=[O:23])=[O:22])=[CH:18][C:17]=1[N+:30]([O-:32])=[O:31]. (8) Given the product [CH3:1][C:2]1[CH:3]=[N:4][C:5]2[C:10]([CH:11]=1)=[CH:9][CH:8]=[CH:7][C:6]=2[NH2:17], predict the reactants needed to synthesize it. The reactants are: [CH3:1][C:2]1[CH:3]=[N:4][C:5]2[C:10]([CH:11]=1)=[CH:9][CH:8]=[CH:7][C:6]=2O.S([O-])([O-])=O.[NH4+:17].[NH4+].N. (9) Given the product [Cl:8][C:6]1[CH:5]=[C:4]([N+:9]([O-:11])=[O:10])[C:3]2[O:12][CH2:20][C:21](=[O:22])[NH:1][C:2]=2[CH:7]=1, predict the reactants needed to synthesize it. The reactants are: [NH2:1][C:2]1[CH:7]=[C:6]([Cl:8])[CH:5]=[C:4]([N+:9]([O-:11])=[O:10])[C:3]=1[OH:12].C([O-])([O-])=O.[K+].[K+].Cl[CH2:20][C:21](Cl)=[O:22].CCOC(C)=O.